From a dataset of Experimentally validated miRNA-target interactions with 360,000+ pairs, plus equal number of negative samples. Binary Classification. Given a miRNA mature sequence and a target amino acid sequence, predict their likelihood of interaction. The miRNA is ath-miR160b with sequence UGCCUGGCUCCCUGUAUGCCA. The protein sequence of the target gene is MAAPVDLELKKAFTELQAKVIDTQQKVKLADIQIEQLNRTKKHAHLTDTEIMTLVDETNMYEGVGRMFILQSKEAIHSQLLEKQKIAEEKIKELEQKKSYLERSVKEAEDNIREMLMARRAQ. Result: 0 (no interaction).